Task: Predict the reactants needed to synthesize the given product.. Dataset: Full USPTO retrosynthesis dataset with 1.9M reactions from patents (1976-2016) (1) Given the product [CH2:20]([N:19]([CH2:18][C:15]1[CH:16]=[CH:17][C:12]([C:11]2[N:10]([CH3:29])[C:3]3[CH:4]=[C:5]([C:8]#[N:9])[CH:6]=[CH:7][C:2]=3[N:1]=2)=[CH:13][CH:14]=1)[CH2:23][CH2:24][CH3:25])[CH2:21][CH3:22], predict the reactants needed to synthesize it. The reactants are: [NH2:1][C:2]1[CH:7]=[CH:6][C:5]([C:8]#[N:9])=[CH:4][C:3]=1[NH:10][C:11](=O)[C:12]1[CH:17]=[CH:16][C:15]([CH2:18][N:19]([CH2:23][CH2:24][CH3:25])[CH2:20][CH2:21][CH3:22])=[CH:14][CH:13]=1.[H-].[Na+].[CH3:29]I. (2) Given the product [Cl:1][C:2]1[CH:3]=[C:4]([NH:8][C:9]2[N:14]=[C:13]([NH:15][CH2:16][C@@H:17]3[CH2:21][CH2:20][N:19]([CH3:22])[CH2:18]3)[CH:12]=[CH:11][N:10]=2)[CH:5]=[CH:6][CH:7]=1, predict the reactants needed to synthesize it. The reactants are: [Cl:1][C:2]1[CH:3]=[C:4]([NH:8][C:9]2[N:14]=[C:13]([NH:15][CH2:16][C@@H:17]3[CH2:21][CH2:20][N:19]([C:22](OC(C)(C)C)=O)[CH2:18]3)[CH:12]=[CH:11][N:10]=2)[CH:5]=[CH:6][CH:7]=1.[H-].[Al+3].[Li+].[H-].[H-].[H-]. (3) The reactants are: Cl.[CH2:2]([O:4][C:5](=[O:14])[CH2:6][C@H:7]1[CH2:12][CH2:11][C@H:10]([NH2:13])[CH2:9][CH2:8]1)[CH3:3].Cl.[N:16]1[C:25]2[C:20](=[CH:21][CH:22]=[CH:23][CH:24]=2)[C:19]([C:26]([Cl:28])=[O:27])=[CH:18][CH:17]=1.C(N(CC)CC)C.CCCCCCC.C(OCC)(=O)C. Given the product [ClH:28].[CH2:2]([O:4][C:5](=[O:14])[CH2:6][C@H:7]1[CH2:8][CH2:9][C@H:10]([NH:13][C:26]([C:19]2[C:20]3[C:25](=[CH:24][CH:23]=[CH:22][CH:21]=3)[N:16]=[CH:17][CH:18]=2)=[O:27])[CH2:11][CH2:12]1)[CH3:3], predict the reactants needed to synthesize it. (4) Given the product [F:1][C:2]1[CH:7]=[C:6]([I:8])[CH:5]=[CH:4][C:3]=1[NH:9][C:10]1[CH:18]=[N:17][CH:16]=[CH:15][C:11]=1[C:12]([NH:28][CH2:27][CH2:26][C:23]1[CH:24]=[CH:25][C:20]([CH3:19])=[CH:21][CH:22]=1)=[O:14], predict the reactants needed to synthesize it. The reactants are: [F:1][C:2]1[CH:7]=[C:6]([I:8])[CH:5]=[CH:4][C:3]=1[NH:9][C:10]1[CH:18]=[N:17][CH:16]=[CH:15][C:11]=1[C:12]([OH:14])=O.[CH3:19][C:20]1[CH:25]=[CH:24][C:23]([CH2:26][CH2:27][NH2:28])=[CH:22][CH:21]=1.